Task: Predict the reactants needed to synthesize the given product.. Dataset: Full USPTO retrosynthesis dataset with 1.9M reactions from patents (1976-2016) (1) Given the product [N+:23]([C:20]1[N:21]=[CH:22][C:17]([N:7]2[CH2:6][CH:5]3[CH2:1][N:2]([C:9]([O:11][C:12]([CH3:15])([CH3:14])[CH3:13])=[O:10])[CH2:3][CH:4]3[CH2:8]2)=[CH:18][CH:19]=1)([O-:25])=[O:24], predict the reactants needed to synthesize it. The reactants are: [CH2:1]1[CH:5]2[CH2:6][NH:7][CH2:8][CH:4]2[CH2:3][N:2]1[C:9]([O:11][C:12]([CH3:15])([CH3:14])[CH3:13])=[O:10].F[C:17]1[CH:18]=[CH:19][C:20]([N+:23]([O-:25])=[O:24])=[N:21][CH:22]=1. (2) The reactants are: [Br:1][C:2]1[CH:3]=[N:4][CH:5]=[C:6](I)[CH:7]=1.[NH2:9][CH:10]1[CH2:15][CH2:14][CH2:13][N:12]([C:16]([O:18][C:19]([CH3:22])([CH3:21])[CH3:20])=[O:17])[CH2:11]1.C(=O)([O-])[O-].[Cs+].[Cs+].C(C1CCCCC1=O)(=O)C(C)C. Given the product [Br:1][C:2]1[CH:7]=[C:6]([NH:9][CH:10]2[CH2:15][CH2:14][CH2:13][N:12]([C:16]([O:18][C:19]([CH3:22])([CH3:21])[CH3:20])=[O:17])[CH2:11]2)[CH:5]=[N:4][CH:3]=1, predict the reactants needed to synthesize it. (3) Given the product [CH3:25][C:24]([NH:16]/[C:5](/[CH2:6][C:7]1[C:8]([F:15])=[CH:9][C:10]([F:14])=[C:11]([F:13])[CH:12]=1)=[CH:4]\[C:3]([O:2][CH3:1])=[O:17])=[O:26], predict the reactants needed to synthesize it. The reactants are: [CH3:1][O:2][C:3](=[O:17])/[CH:4]=[C:5](\[NH2:16])/[CH2:6][C:7]1[CH:12]=[C:11]([F:13])[C:10]([F:14])=[CH:9][C:8]=1[F:15].N1C=CC=CC=1.[C:24](OC(=O)C)(=[O:26])[CH3:25]. (4) Given the product [Cl:1][C:2]1[CH:7]=[C:6]([O:8][C:9]([F:11])([F:12])[F:10])[CH:5]=[C:4]([Cl:14])[C:3]=1[OH:13], predict the reactants needed to synthesize it. The reactants are: [Cl:1][C:2]1[CH:7]=[C:6]([O:8][C:9]([F:12])([F:11])[F:10])[CH:5]=[CH:4][C:3]=1[OH:13].[Cl:14]N1C(=O)CCC1=O. (5) Given the product [Br:1][C:2]1[CH:3]=[C:4]2[N:10]([CH2:19][O:18][CH2:17][CH2:16][Si:15]([CH3:22])([CH3:21])[CH3:14])[C:9]([CH3:11])=[N:8][C:5]2=[N:6][CH:7]=1, predict the reactants needed to synthesize it. The reactants are: [Br:1][C:2]1[CH:3]=[C:4]2[NH:10][C:9]([CH3:11])=[N:8][C:5]2=[N:6][CH:7]=1.[H-].[Na+].[CH3:14][Si:15]([CH3:22])([CH3:21])[CH2:16][CH2:17][O:18][CH2:19]Cl. (6) The reactants are: [CH3:1][C:2]1[CH:3]=[CH:4][C:5]([N+:9]([O-:11])=[O:10])=[C:6]([OH:8])[CH:7]=1.Br[CH2:13][C:14]([O:16][CH2:17][CH3:18])=[O:15].C(=O)([O-])[O-].[K+].[K+]. Given the product [CH3:1][C:2]1[CH:3]=[CH:4][C:5]([N+:9]([O-:11])=[O:10])=[C:6]([CH:7]=1)[O:8][CH2:13][C:14]([O:16][CH2:17][CH3:18])=[O:15], predict the reactants needed to synthesize it.